This data is from Full USPTO retrosynthesis dataset with 1.9M reactions from patents (1976-2016). The task is: Predict the reactants needed to synthesize the given product. (1) Given the product [Br:9][CH2:1][C:2]1[CH:7]=[CH:6][CH:5]=[C:4]([F:8])[N:3]=1, predict the reactants needed to synthesize it. The reactants are: [CH3:1][C:2]1[CH:7]=[CH:6][CH:5]=[C:4]([F:8])[N:3]=1.[Br:9]N1C(=O)CCC1=O. (2) Given the product [NH2:21][CH2:8][CH:6]1[CH2:5][CH:4]([C:14]([O:16][C:17]([CH3:20])([CH3:19])[CH3:18])=[O:15])[CH:3]([CH2:1][CH3:2])[CH2:7]1, predict the reactants needed to synthesize it. The reactants are: [CH2:1]([CH:3]1[CH2:7][CH:6]([CH2:8]OS(C)(=O)=O)[CH2:5][CH:4]1[C:14]([O:16][C:17]([CH3:20])([CH3:19])[CH3:18])=[O:15])[CH3:2].[N-:21]=[N+]=[N-].[Na+].C1(P(C2C=CC=CC=2)C2C=CC=CC=2)C=CC=CC=1. (3) Given the product [CH3:18][N:3]([CH3:1])[CH2:4][CH2:5][CH2:6][CH:7]([NH:10][C:11](=[O:17])[O:12][C:13]([CH3:15])([CH3:14])[CH3:16])[CH3:8], predict the reactants needed to synthesize it. The reactants are: [CH2:1]([N:3]([CH2:18]C)[CH2:4][CH2:5][CH2:6][CH:7]([NH:10][C:11](=[O:17])[O:12][C:13]([CH3:16])([CH3:15])[CH3:14])[CH2:8]C)C.CS(OCCCC(NC(OC(C)(C)C)=O)C)(=O)=O.CNC.